The task is: Predict the reactants needed to synthesize the given product.. This data is from Full USPTO retrosynthesis dataset with 1.9M reactions from patents (1976-2016). (1) Given the product [CH2:3]([C:2]1[C:7]2[CH:8]=[CH:9][CH:10]=[CH:11][C:6]=2[O:5][CH:1]=1)[CH3:4], predict the reactants needed to synthesize it. The reactants are: [CH2:1]([O:5][C:6]1[CH:11]=[CH:10][CH:9]=[CH:8][C:7]=1I)[CH:2]=[CH:3][CH3:4].C([O-])([O-])=O.[Na+].[Na+].CC([O-])=O.[Na+]. (2) The reactants are: [Cl:1][C:2]1[CH:15]=[CH:14][C:5]([CH2:6][S:7]([CH2:10][C:11](O)=O)(=[O:9])=[O:8])=[CH:4][CH:3]=1.[Br:16][C:17]1[CH:24]=[CH:23][C:20](C=O)=[CH:19][CH:18]=1. Given the product [Cl:1][C:2]1[CH:15]=[CH:14][C:5]([CH2:6][S:7](/[CH:10]=[CH:11]/[C:20]2[CH:23]=[CH:24][C:17]([Br:16])=[CH:18][CH:19]=2)(=[O:9])=[O:8])=[CH:4][CH:3]=1, predict the reactants needed to synthesize it. (3) Given the product [Cl:1][C:2]1[CH:3]=[C:4]([CH2:31][C:32]([O:34][CH2:35][CH3:36])=[O:33])[CH:5]=[CH:6][C:7]=1[N:8]1[C:16](=[O:17])[C:15]2[C:14]([O:18][CH2:19][CH3:20])=[C:13]3[CH:21]=[CH:22][CH:23]=[CH:24][C:12]3=[C:11]([O:25][CH2:26][CH:27]([F:29])[F:28])[C:10]=2[CH2:9]1.[Cl:37][C:38]1[CH:39]=[C:40]([CH2:67][C:68]([O:70][CH2:71][CH3:72])=[O:69])[CH:41]=[CH:42][C:43]=1[N:44]1[C:45](=[O:66])[C:46]2[C:47]([O:61][CH2:62][CH:63]([F:65])[F:64])=[C:48]3[CH:60]=[CH:59][CH:58]=[CH:57][C:49]3=[C:50]([O:54][CH2:55][CH3:56])[C:51]=2[CH2:52]1, predict the reactants needed to synthesize it. The reactants are: [Cl:1][C:2]1[CH:3]=[C:4]([CH2:31][C:32]([O:34][CH2:35][CH3:36])=[O:33])[CH:5]=[CH:6][C:7]=1[N:8]1[C:16](=[O:17])[C:15]2[C:14]([O:18][CH2:19][CH3:20])=[C:13]3[CH:21]=[CH:22][CH:23]=[CH:24][C:12]3=[C:11]([O:25][CH2:26][CH:27]([F:29])[F:28])[C:10]=2[CH:9]1O.[Cl:37][C:38]1[CH:39]=[C:40]([CH2:67][C:68]([O:70][CH2:71][CH3:72])=[O:69])[CH:41]=[CH:42][C:43]=1[N:44]1[CH:52](O)[C:51]2[C:50]([O:54][CH2:55][CH3:56])=[C:49]3[CH:57]=[CH:58][CH:59]=[CH:60][C:48]3=[C:47]([O:61][CH2:62][CH:63]([F:65])[F:64])[C:46]=2[C:45]1=[O:66].C([SiH](CC)CC)C. (4) Given the product [Br:5][CH2:6][CH2:7][CH2:8][CH2:9][CH2:10][CH2:11]/[CH:3]=[CH:2]\[Cl:1], predict the reactants needed to synthesize it. The reactants are: [Cl:1]/[CH:2]=[CH:3]\Cl.[Br:5][CH2:6][CH2:7][CH2:8][CH2:9][CH2:10][CH2:11]C=C. (5) The reactants are: [OH:1][CH2:2][CH:3]1[NH:8][CH2:7][CH2:6][N:5]([C:9]([O:11][C:12]([CH3:15])([CH3:14])[CH3:13])=[O:10])[CH2:4]1.[Cl:16][C:17]1[CH:18]=[C:19]([N:24]=[C:25]=[O:26])[CH:20]=[CH:21][C:22]=1[Cl:23]. Given the product [Cl:16][C:17]1[CH:18]=[C:19]([NH:24][C:25]([N:8]2[CH2:7][CH2:6][N:5]([C:9]([O:11][C:12]([CH3:15])([CH3:14])[CH3:13])=[O:10])[CH2:4][CH:3]2[CH2:2][OH:1])=[O:26])[CH:20]=[CH:21][C:22]=1[Cl:23], predict the reactants needed to synthesize it.